Dataset: Reaction yield outcomes from USPTO patents with 853,638 reactions. Task: Predict the reaction yield, written as a fraction of the theoretical maximum amount of product (1.0 means a 100% yield; for example, 0.34 means a 34% yield). (1) The reactants are [P:1]([OH:4])([OH:3])[OH:2].[CH2:5]([Si:7]([CH2:18][CH3:19])([CH2:16][CH3:17])O[Si:7]([CH2:18][CH3:19])([CH2:16][CH3:17])[CH2:5][CH3:6])[CH3:6].[C:20]1([CH3:26])C=CC=CC=1. The catalyst is [Cl-].[Zn+2].[Cl-].O. The yield is 0.810. The product is [PH:1](=[O:4])([O:3][Si:7]([CH2:20][CH3:26])([CH2:16][CH3:17])[CH2:5][CH3:6])[O:2][Si:7]([CH2:16][CH3:17])([CH2:5][CH3:6])[CH2:18][CH3:19]. (2) The reactants are [C:1]([C:3]1[CH:4]=[C:5]([CH2:9][C:10]([OH:12])=O)[CH:6]=[CH:7][CH:8]=1)#[N:2].S(Cl)([Cl:15])=O. The catalyst is CN(C=O)C. The product is [C:1]([C:3]1[CH:4]=[C:5]([CH2:9][C:10]([Cl:15])=[O:12])[CH:6]=[CH:7][CH:8]=1)#[N:2]. The yield is 1.00. (3) The reactants are [F:1][C:2]1[CH:9]=[CH:8][C:5]([CH2:6]Br)=[CH:4][CH:3]=1.[CH2:10]([O:12][C:13](=[O:34])[C:14]1[CH:19]=[C:18]([N:20]2[C:24]([CH3:25])=[CH:23][CH:22]=[C:21]2[C:26]2[CH:31]=[C:30]([Cl:32])[CH:29]=[CH:28][C:27]=2[OH:33])[CH:17]=[N:16][CH:15]=1)[CH3:11].C([O-])([O-])=O.[K+].[K+]. The catalyst is CN(C=O)C.CCOC(C)=O. The product is [CH2:10]([O:12][C:13](=[O:34])[C:14]1[CH:19]=[C:18]([N:20]2[C:24]([CH3:25])=[CH:23][CH:22]=[C:21]2[C:26]2[CH:31]=[C:30]([Cl:32])[CH:29]=[CH:28][C:27]=2[O:33][CH2:6][C:5]2[CH:8]=[CH:9][C:2]([F:1])=[CH:3][CH:4]=2)[CH:17]=[N:16][CH:15]=1)[CH3:11]. The yield is 0.540. (4) The reactants are [Cl:1][C:2]1[CH:7]=[CH:6][C:5]([C:8](=[NH:20])[NH:9][C:10]2[CH:15]=[CH:14][C:13]([S:16]([CH3:19])(=[O:18])=[O:17])=[CH:12][CH:11]=2)=[CH:4][CH:3]=1.[C:21](=[O:24])(O)[O-].[Na+].[CH3:26][O:27][C:28]1[CH:37]=[CH:36][C:31]([C:32](=O)[CH2:33]Br)=[CH:30][CH:29]=1. The catalyst is C(O)(C)C. The product is [Cl:1][C:2]1[CH:3]=[CH:4][C:5]([C:8]2[N:9]([C:10]3[CH:15]=[CH:14][C:13]([S:16]([CH3:19])(=[O:17])=[O:18])=[CH:12][CH:11]=3)[CH2:33][C:32]([C:2]3[CH:7]=[CH:6][C:5]([O:24][CH3:21])=[CH:4][CH:3]=3)([C:31]3[CH:36]=[CH:37][C:28]([O:27][CH3:26])=[CH:29][CH:30]=3)[N:20]=2)=[CH:6][CH:7]=1. The yield is 0.710. (5) The reactants are C1(=O)O[CH:4]=[CH:3]O1.[F:7][C:8]1[CH:16]=[CH:15][C:14]([C:17]2[N:18]=[C:19]([CH:29]([CH3:31])[CH3:30])[NH:20][C:21]=2[C:22]2[CH:27]=[CH:26][CH:25]=[C:24]([CH3:28])[N:23]=2)=[CH:13][C:9]=1[C:10]([NH2:12])=[O:11].[OH-].[Na+]. No catalyst specified. The product is [F:7][C:8]1[CH:16]=[CH:15][C:14]([C:17]2[N:18]=[C:19]([CH:29]([CH3:31])[CH3:30])[NH:20][C:21]=2[C:22]2[CH:27]=[CH:26][CH:25]=[C:24]([CH3:28])[N:23]=2)=[CH:13][C:9]=1[C:10]1[O:11][CH:3]=[CH:4][N:12]=1. The yield is 0.400. (6) The reactants are Br[C:2]1[S:3][C:4]([NH:18][C:19]([C:21]2[CH:22]=[N:23][N:24]3[CH:29]=[CH:28][CH:27]=[N:26][C:25]=23)=[O:20])=[C:5]([C:7]2[CH:12]=[C:11]([Cl:13])[CH:10]=[CH:9][C:8]=2[O:14][CH:15]([F:17])[F:16])[N:6]=1.[CH3:30][N:31]([CH3:38])[CH:32]1[CH2:37][CH2:36][NH:35][CH2:34][CH2:33]1. The catalyst is CC(N(C)C)=O.CO. The product is [Cl:13][C:11]1[CH:10]=[CH:9][C:8]([O:14][CH:15]([F:17])[F:16])=[C:7]([C:5]2[N:6]=[C:2]([N:35]3[CH2:36][CH2:37][CH:32]([N:31]([CH3:38])[CH3:30])[CH2:33][CH2:34]3)[S:3][C:4]=2[NH:18][C:19]([C:21]2[CH:22]=[N:23][N:24]3[CH:29]=[CH:28][CH:27]=[N:26][C:25]=23)=[O:20])[CH:12]=1. The yield is 0.390. (7) The reactants are [Br:1][C:2]1[CH:3]=[C:4]([N:8]2[C:16]3[C:11](=[CH:12][C:13]([CH2:17]Cl)=[CH:14][CH:15]=3)[C:10]([C:19]([O:21][CH3:22])=[O:20])=[N:9]2)[CH:5]=[CH:6][CH:7]=1.[C-:23]#[N:24].[Na+]. The catalyst is [I-].C([N+](CCCC)(CCCC)CCCC)CCC.ClCCl.O. The product is [Br:1][C:2]1[CH:3]=[C:4]([N:8]2[C:16]3[C:11](=[CH:12][C:13]([CH2:17][C:23]#[N:24])=[CH:14][CH:15]=3)[C:10]([C:19]([O:21][CH3:22])=[O:20])=[N:9]2)[CH:5]=[CH:6][CH:7]=1. The yield is 0.970. (8) The catalyst is ClCCl. The reactants are N1C(Cl)=NC(Cl)=NC=1[Cl:3].CN(C)C=O.[Cl:15][C:16]1[C:17]([CH3:38])=[C:18]([C:27]2[CH:28]=[CH:29][C:30]([C:33]([N:35]([CH3:37])[CH3:36])=[O:34])=[N:31][CH:32]=2)[C:19]([O:25][CH3:26])=[C:20]([CH:22](O)[CH3:23])[CH:21]=1.O. The product is [Cl:15][C:16]1[C:17]([CH3:38])=[C:18]([C:27]2[CH:28]=[CH:29][C:30]([C:33]([N:35]([CH3:37])[CH3:36])=[O:34])=[N:31][CH:32]=2)[C:19]([O:25][CH3:26])=[C:20]([CH:22]([Cl:3])[CH3:23])[CH:21]=1. The yield is 0.630. (9) The reactants are [F:1][C:2]1[CH:3]=[C:4]([CH:22]=[CH:23][C:24]=1[F:25])[CH2:5][NH:6][C:7]([C:9]1[CH:14]=[C:13]([CH3:15])[N:12]2[N:16]=[C:17]([N+:19]([O-])=O)[CH:18]=[C:11]2[N:10]=1)=[O:8].[Sn](Cl)Cl. The catalyst is C(O)C.Cl. The product is [F:1][C:2]1[CH:3]=[C:4]([CH:22]=[CH:23][C:24]=1[F:25])[CH2:5][NH:6][C:7]([C:9]1[CH:14]=[C:13]([CH3:15])[N:12]2[N:16]=[C:17]([NH2:19])[CH:18]=[C:11]2[N:10]=1)=[O:8]. The yield is 0.530.